Dataset: Forward reaction prediction with 1.9M reactions from USPTO patents (1976-2016). Task: Predict the product of the given reaction. Given the reactants [Cl:1][CH2:2][C:3]1[CH:11]=[CH:10][C:6]([C:7](Cl)=[O:8])=[CH:5][CH:4]=1.[NH2:12][C:13]1[CH:14]=[C:15]([C:27]2[CH:32]=[CH:31][CH:30]=[CH:29][CH:28]=2)[CH:16]=[CH:17][C:18]=1[NH:19][C:20](=[O:26])[O:21][C:22]([CH3:25])([CH3:24])[CH3:23].CCN(C(C)C)C(C)C.C([O-])(O)=O.[Na+], predict the reaction product. The product is: [Cl:1][CH2:2][C:3]1[CH:11]=[CH:10][C:6]([C:7]([NH:12][C:13]2[CH:14]=[C:15]([C:27]3[CH:28]=[CH:29][CH:30]=[CH:31][CH:32]=3)[CH:16]=[CH:17][C:18]=2[NH:19][C:20](=[O:26])[O:21][C:22]([CH3:25])([CH3:24])[CH3:23])=[O:8])=[CH:5][CH:4]=1.